Dataset: Forward reaction prediction with 1.9M reactions from USPTO patents (1976-2016). Task: Predict the product of the given reaction. (1) Given the reactants Cl[C:2]1[CH:7]=[C:6]([CH2:8][N:9]2[C:13]([CH3:15])([CH3:14])[C:12](=[O:16])[N:11]([C:17]3[CH:22]=[CH:21][C:20]([S:23][C:24]([F:27])([F:26])[F:25])=[CH:19][CH:18]=3)[C:10]2=[O:28])[CH:5]=[CH:4][N:3]=1.[C:29]([NH2:32])(=[O:31])[CH3:30].CC1(C)C2C=CC=C(P(C3C=CC=CC=3)C3C=CC=CC=3)C=2OC2C1=CC=CC=2P(C1C=CC=CC=1)C1C=CC=CC=1.C(=O)([O-])[O-].[Cs+].[Cs+], predict the reaction product. The product is: [CH3:14][C:13]1([CH3:15])[N:9]([CH2:8][C:6]2[CH:5]=[CH:4][N:3]=[C:2]([NH:32][C:29](=[O:31])[CH3:30])[CH:7]=2)[C:10](=[O:28])[N:11]([C:17]2[CH:22]=[CH:21][C:20]([S:23][C:24]([F:27])([F:26])[F:25])=[CH:19][CH:18]=2)[C:12]1=[O:16]. (2) Given the reactants Br[C:2]1[CH:3]=[C:4]([CH2:7][CH:8]2[CH2:10][CH2:9]2)[S:5][CH:6]=1.[O:11]=[S:12]1(=[O:39])[CH2:17][CH2:16][CH:15]([C:18]2[C:26]3[C:21](=[C:22](C(N)=O)[CH:23]=[C:24](B4OC(C)(C)C(C)(C)O4)[CH:25]=3)[NH:20][CH:19]=2)[CH2:14][CH2:13]1.C([O-])([O-])=O.[K+].[K+].C(Cl)Cl, predict the reaction product. The product is: [CH:8]1([CH2:7][C:4]2[S:5][CH:6]=[C:2]([C:24]3[CH:25]=[C:26]4[C:21](=[CH:22][CH:23]=3)[NH:20][CH:19]=[C:18]4[CH:15]3[CH2:16][CH2:17][S:12](=[O:11])(=[O:39])[CH2:13][CH2:14]3)[CH:3]=2)[CH2:10][CH2:9]1. (3) The product is: [Cl:1][CH2:2][CH2:3][C:4]([C:14]1[CH:15]=[C:16]2[C:11](=[CH:12][CH:13]=1)[NH:10][C:9](=[O:17])[C:8]2([CH3:18])[CH3:7])=[O:5]. Given the reactants [Cl:1][CH2:2][CH2:3][C:4](Cl)=[O:5].[CH3:7][C:8]1([CH3:18])[C:16]2[C:11](=[CH:12][CH:13]=[CH:14][CH:15]=2)[NH:10][C:9]1=[O:17].[Cl-].[Cl-].[Cl-].[Al+3], predict the reaction product. (4) Given the reactants [N:1]1[C:9]2[CH:8]=[CH:7][N:6]=[CH:5][C:4]=2[NH:3][C:2]=1[C:10]1[C:18]2[N:17]3[CH:19]=[CH:20][CH:21]=[C:16]3[C:15](=O)[C:14]=2[CH:13]=[CH:12][CH:11]=1.Cl.[NH2:24][OH:25], predict the reaction product. The product is: [N:1]1[C:9]2[CH:8]=[CH:7][N:6]=[CH:5][C:4]=2[NH:3][C:2]=1[C:10]1[C:18]2[N:17]3[CH:19]=[CH:20][CH:21]=[C:16]3[C:15](=[N:24][OH:25])[C:14]=2[CH:13]=[CH:12][CH:11]=1.